Dataset: TCR-epitope binding with 47,182 pairs between 192 epitopes and 23,139 TCRs. Task: Binary Classification. Given a T-cell receptor sequence (or CDR3 region) and an epitope sequence, predict whether binding occurs between them. (1) The TCR CDR3 sequence is CASSQEGRASYEQYF. Result: 0 (the TCR does not bind to the epitope). The epitope is RLDKVEAEV. (2) The TCR CDR3 sequence is CASSEALRASGGIGELFF. Result: 0 (the TCR does not bind to the epitope). The epitope is RISNCVADY.